Regression. Given a peptide amino acid sequence and an MHC pseudo amino acid sequence, predict their binding affinity value. This is MHC class II binding data. From a dataset of Peptide-MHC class II binding affinity with 134,281 pairs from IEDB. (1) The peptide sequence is KNVFDDVVPEKYTIG. The MHC is DRB1_1302 with pseudo-sequence DRB1_1302. The binding affinity (normalized) is 0.217. (2) The MHC is DRB5_0101 with pseudo-sequence DRB5_0101. The binding affinity (normalized) is 0. The peptide sequence is ATIRVLALGNQEGSL.